This data is from Catalyst prediction with 721,799 reactions and 888 catalyst types from USPTO. The task is: Predict which catalyst facilitates the given reaction. (1) The catalyst class is: 14. Product: [Cl:13][C:2]1[CH:9]=[C:8]([N+:10]([O-:12])=[O:11])[CH:7]=[CH:6][C:3]=1[C:4]([NH2:5])=[N:14][OH:15]. Reactant: Cl[C:2]1[CH:9]=[C:8]([N+:10]([O-:12])=[O:11])[CH:7]=[CH:6][C:3]=1[C:4]#[N:5].[ClH:13].[NH2:14][OH:15].C(N(CC)CC)C. (2) Reactant: C(O[C:5](=[O:7])[CH3:6])(=O)C.[Br:8][C:9]1[CH:10]=[CH:11][C:12]([NH:15][NH2:16])=[N:13][CH:14]=1. Product: [Br:8][C:9]1[CH:10]=[CH:11][C:12]([NH:15][NH:16][C:5](=[O:7])[CH3:6])=[N:13][CH:14]=1. The catalyst class is: 2.